From a dataset of Forward reaction prediction with 1.9M reactions from USPTO patents (1976-2016). Predict the product of the given reaction. (1) Given the reactants [Br:1][C:2]1[CH:7]=[C:6]([CH3:8])[C:5]([NH:9][C:10]2[C:11]([NH2:16])=[CH:12][CH:13]=[CH:14][CH:15]=2)=[C:4]([CH3:17])[CH:3]=1.C1N=CN([C:23](N2C=NC=C2)=[O:24])C=1, predict the reaction product. The product is: [Br:1][C:2]1[CH:3]=[C:4]([CH3:17])[C:5]([N:9]2[C:10]3[CH:15]=[CH:14][CH:13]=[CH:12][C:11]=3[NH:16][C:23]2=[O:24])=[C:6]([CH3:8])[CH:7]=1. (2) Given the reactants Br[C:2]1[CH:3]=[C:4]([CH:9]=[C:10]([N:12]([CH3:17])[S:13]([CH3:16])(=[O:15])=[O:14])[CH:11]=1)[C:5]([O:7][CH3:8])=[O:6].[C:18]1([CH:24]2[CH2:28][NH:27][C:26](=[O:29])[CH2:25]2)[CH:23]=[CH:22][CH:21]=[CH:20][CH:19]=1.C(=O)([O-])[O-].[Cs+].[Cs+].O1CCOCC1, predict the reaction product. The product is: [CH3:17][N:12]([S:13]([CH3:16])(=[O:15])=[O:14])[C:10]1[CH:9]=[C:4]([CH:3]=[C:2]([N:27]2[CH2:28][CH:24]([C:18]3[CH:19]=[CH:20][CH:21]=[CH:22][CH:23]=3)[CH2:25][C:26]2=[O:29])[CH:11]=1)[C:5]([O:7][CH3:8])=[O:6]. (3) The product is: [C:29]([O:28][C:26](=[O:27])[N:24]([CH2:23][CH:16]1[CH2:15][CH2:14][C:13]2[C:18](=[C:19]([C:20](=[O:21])[NH:38][CH3:37])[C:10]([S:7]([C:1]3[CH:6]=[CH:5][CH:4]=[CH:3][CH:2]=3)(=[O:8])=[O:9])=[CH:11][CH:12]=2)[O:17]1)[CH3:25])([CH3:31])([CH3:30])[CH3:32]. Given the reactants [C:1]1([S:7]([C:10]2[C:19]([C:20](O)=[O:21])=[C:18]3[C:13]([CH2:14][CH2:15][CH:16]([CH2:23][N:24]([C:26]([O:28][C:29]([CH3:32])([CH3:31])[CH3:30])=[O:27])[CH3:25])[O:17]3)=[CH:12][CH:11]=2)(=[O:9])=[O:8])[CH:6]=[CH:5][CH:4]=[CH:3][CH:2]=1.O=S(Cl)Cl.[CH3:37][NH2:38], predict the reaction product. (4) The product is: [Cl:1][C:2]1[CH:7]=[CH:6][CH:5]=[C:4]([Cl:8])[C:3]=1[C:9](=[O:11])[CH2:10][C:12](=[O:18])[C:13]([O:15][CH2:16][CH3:17])=[O:14]. Given the reactants [Cl:1][C:2]1[CH:7]=[CH:6][CH:5]=[C:4]([Cl:8])[C:3]=1[C:9](=[O:11])[CH3:10].[C:12](OCC)(=[O:18])[C:13]([O:15][CH2:16][CH3:17])=[O:14].[H-].[Na+], predict the reaction product.